This data is from Forward reaction prediction with 1.9M reactions from USPTO patents (1976-2016). The task is: Predict the product of the given reaction. (1) Given the reactants CCCCC[CH:6]([C:13]1[CH:17]=[C:16]([CH2:18][OH:19])[N:15]([CH2:20][CH2:21][CH3:22])[N:14]=1)[C:7]1[CH:12]=[CH:11][CH:10]=[CH:9][CH:8]=1.[C:23]([O:27][C:28](=[O:42])[C:29]([CH3:41])([S:31][C:32]1[CH:40]=[CH:39][C:35]([C:36](O)=[O:37])=[CH:34][CH:33]=1)[CH3:30])([CH3:26])([CH3:25])[CH3:24].[CH3:43]N(C1C=CC=CN=1)C.Cl.CN(C)CCCN=C=NCC.C(O)(=O)CC(CC(O)=O)(C(O)=O)O, predict the reaction product. The product is: [C:23]([O:27][C:28](=[O:42])[C:29]([CH3:41])([S:31][C:32]1[CH:40]=[CH:39][C:35]([C:36]([O:19][CH2:18][C:16]2[N:15]([CH2:20][CH2:21][CH3:22])[N:14]=[C:13]([CH2:6][C:7]3[CH:8]=[CH:9][C:10]([CH3:43])=[CH:11][CH:12]=3)[CH:17]=2)=[O:37])=[CH:34][CH:33]=1)[CH3:30])([CH3:26])([CH3:25])[CH3:24]. (2) Given the reactants [CH:1]1([CH2:4][S:5][CH:6]2[CH2:11][CH2:10][CH:9]([C:12]#[N:13])[CH2:8][CH2:7]2)[CH2:3][CH2:2]1.[CH:14]1([CH2:17]Br)[CH2:16][CH2:15]1.C[Si](C)(C)[N-][Si](C)(C)C.[Na+], predict the reaction product. The product is: [CH:14]1([CH2:17][C:9]2([C:12]#[N:13])[CH2:10][CH2:11][CH:6]([S:5][CH2:4][CH:1]3[CH2:2][CH2:3]3)[CH2:7][CH2:8]2)[CH2:16][CH2:15]1. (3) The product is: [CH3:26][O:27][C:28](=[O:46])[C@@H:29]([NH:45][C:18]([C:12]1[N:13]=[CH:14][C:15]2[C:10]([CH:11]=1)=[CH:9][C:8]([O:7][C:6]1[CH:5]=[CH:4][C:3]([C:2]([F:24])([F:23])[F:1])=[CH:22][CH:21]=1)=[CH:17][CH:16]=2)=[O:20])[CH2:30][C:31]1[CH:36]=[CH:35][C:34]([C:37]2[CH:42]=[CH:41][C:40]([F:43])=[C:39]([Cl:44])[CH:38]=2)=[CH:33][CH:32]=1. Given the reactants [F:1][C:2]([F:24])([F:23])[C:3]1[CH:22]=[CH:21][C:6]([O:7][C:8]2[CH:9]=[C:10]3[C:15](=[CH:16][CH:17]=2)[CH:14]=[N:13][C:12]([C:18]([OH:20])=O)=[CH:11]3)=[CH:5][CH:4]=1.Cl.[CH3:26][O:27][C:28](=[O:46])[C@@H:29]([NH2:45])[CH2:30][C:31]1[CH:36]=[CH:35][C:34]([C:37]2[CH:42]=[CH:41][C:40]([F:43])=[C:39]([Cl:44])[CH:38]=2)=[CH:33][CH:32]=1.CN(C(ON1N=NC2C=CC=CC1=2)=[N+](C)C)C.F[P-](F)(F)(F)(F)F.CCN(C(C)C)C(C)C, predict the reaction product. (4) Given the reactants Br[C:2]1[CH:3]=[C:4]2[C:8](=[CH:9][CH:10]=1)[CH2:7][N:6]([C:11]([O:13][C:14]([CH3:17])([CH3:16])[CH3:15])=[O:12])[CH2:5]2.[NH:18]1[CH2:23][CH2:22][O:21][CH2:20][CH2:19]1.CC(C)([O-])C.[Na+].C1C=CC(P(C2C(C3C(P(C4C=CC=CC=4)C4C=CC=CC=4)=CC=C4C=3C=CC=C4)=C3C(C=CC=C3)=CC=2)C2C=CC=CC=2)=CC=1, predict the reaction product. The product is: [N:18]1([C:2]2[CH:3]=[C:4]3[C:8](=[CH:9][CH:10]=2)[CH2:7][N:6]([C:11]([O:13][C:14]([CH3:17])([CH3:16])[CH3:15])=[O:12])[CH2:5]3)[CH2:23][CH2:22][O:21][CH2:20][CH2:19]1.